From a dataset of Full USPTO retrosynthesis dataset with 1.9M reactions from patents (1976-2016). Predict the reactants needed to synthesize the given product. Given the product [F:1][C:2]1[CH:7]=[CH:6][C:5]([C:8]2([C:14]([OH:16])=[O:15])[CH2:9][CH2:10][O:11][CH2:12][CH2:13]2)=[CH:4][CH:3]=1, predict the reactants needed to synthesize it. The reactants are: [F:1][C:2]1[CH:7]=[CH:6][C:5]([C:8]2([C:14]([O:16]CC)=[O:15])[CH2:13][CH2:12][O:11][CH2:10][CH2:9]2)=[CH:4][CH:3]=1.[OH-].[K+].